From a dataset of Reaction yield outcomes from USPTO patents with 853,638 reactions. Predict the reaction yield, written as a fraction of the theoretical maximum amount of product (1.0 means a 100% yield; for example, 0.34 means a 34% yield). (1) The reactants are [CH3:1][O:2][C:3]1[CH:4]=[C:5]2[C:10](=[CH:11][C:12]=1[O:13][CH3:14])[N:9]=[CH:8][N:7]=[C:6]2[O:15][C:16]1[C:22]([CH3:23])=[CH:21][C:19]([NH2:20])=[C:18]([CH3:24])[CH:17]=1.Cl[C:26](Cl)([O:28][C:29](=[O:35])OC(Cl)(Cl)Cl)Cl.[CH:37]1(O)[CH2:41]C[CH2:39][CH2:38]1.C(=O)(O)[O-].[Na+]. The catalyst is C(Cl)Cl.C(N(CC)CC)C.C1(C)C=CC=CC=1. The product is [CH3:1][O:2][C:3]1[CH:4]=[C:5]2[C:10](=[CH:11][C:12]=1[O:13][CH3:14])[N:9]=[CH:8][N:7]=[C:6]2[O:15][C:16]1[C:22]([CH3:23])=[CH:21][C:19]([NH:20][C:29](=[O:35])[O:28][CH:26]2[CH2:39][CH2:38][CH2:37][CH2:41]2)=[C:18]([CH3:24])[CH:17]=1. The yield is 0.610. (2) The reactants are [NH:1]1[CH:5]=[CH:4][CH:3]=[CH:2]1.CCO[Si](OCC)(OCC)OCC.O.[NH2:20][CH2:21][CH2:22][CH2:23][Si:24]([O:31][CH2:32][CH3:33])([O:28][CH2:29][CH3:30])[O:25][CH2:26][CH3:27].CC(=O)CCC(=O)C. The catalyst is C1(C)C=CC=CC=1. The product is [NH:1]1[CH:5]=[CH:4][CH:3]=[CH:2]1.[CH2:29]([O:28][Si:24]([O:31][CH2:32][CH3:33])([O:25][CH2:26][CH3:27])[CH2:23][CH2:22][CH2:21][NH2:20])[CH3:30]. The yield is 0.940. (3) The reactants are Cl[C:2]1[CH:11]=[N:10][C:9]2[C:4](=[CH:5][CH:6]=[C:7]([O:12][CH3:13])[CH:8]=2)[N:3]=1.[CH3:14][O:15][C:16]1[CH:21]=[C:20]([O:22][CH3:23])[CH:19]=[CH:18][C:17]=1[CH2:24][NH2:25].C(OCC)(=O)C. The catalyst is CS(C)=O. The product is [CH3:14][O:15][C:16]1[CH:21]=[C:20]([O:22][CH3:23])[CH:19]=[CH:18][C:17]=1[CH2:24][NH:25][C:2]1[CH:11]=[N:10][C:9]2[C:4](=[CH:5][CH:6]=[C:7]([O:12][CH3:13])[CH:8]=2)[N:3]=1. The yield is 0.870. (4) The reactants are [N:1]([CH2:4][CH:5]1[CH2:10][CH2:9][CH2:8][CH2:7][CH2:6]1)=[C:2]=[O:3].C1(C)C=CC=CC=1.[N:18]1[C:23]2[CH2:24][NH:25][CH2:26][C:22]=2[C:21]([NH:27][C:28]2[CH:29]=[N:30][C:31]3[C:36]([CH:37]=2)=[CH:35][CH:34]=[CH:33][CH:32]=3)=[N:20][CH:19]=1.CN1CCCC1=O. No catalyst specified. The product is [CH:5]1([CH2:4][NH:1][C:2]([N:25]2[CH2:26][C:22]3[C:21]([NH:27][C:28]4[CH:29]=[N:30][C:31]5[C:36]([CH:37]=4)=[CH:35][CH:34]=[CH:33][CH:32]=5)=[N:20][CH:19]=[N:18][C:23]=3[CH2:24]2)=[O:3])[CH2:10][CH2:9][CH2:8][CH2:7][CH2:6]1. The yield is 0.480. (5) The reactants are C(=O)([O-])[O-].[K+].[K+].[CH3:7][C@@H:8]1[C:12]2[NH:13][C:14](B3OC(C)(C)C(C)(C)O3)=[CH:15][C:11]=2[C:10](=[O:25])[NH:9]1.Br[C:27]1[CH:28]=[CH:29][CH:30]=[C:31]2[C:36]=1[N:35]=[C:34]([NH:37][C:38]([CH3:41])([CH3:40])[CH3:39])[N:33]([C:42]1[CH:43]=[N:44][CH:45]=[CH:46][CH:47]=1)[C:32]2=[O:48]. The catalyst is [Pd+2]. The product is [C:38]([NH:37][C:34]1[N:33]([C:42]2[CH:43]=[N:44][CH:45]=[CH:46][CH:47]=2)[C:32](=[O:48])[C:31]2[C:36](=[C:27]([C:14]3[NH:13][C:12]4[C@@H:8]([CH3:7])[NH:9][C:10](=[O:25])[C:11]=4[CH:15]=3)[CH:28]=[CH:29][CH:30]=2)[N:35]=1)([CH3:41])([CH3:39])[CH3:40]. The yield is 0.730.